Dataset: Peptide-MHC class I binding affinity with 185,985 pairs from IEDB/IMGT. Task: Regression. Given a peptide amino acid sequence and an MHC pseudo amino acid sequence, predict their binding affinity value. This is MHC class I binding data. The peptide sequence is DILGVLTIK. The MHC is HLA-A33:01 with pseudo-sequence HLA-A33:01. The binding affinity (normalized) is 0.513.